Regression. Given a peptide amino acid sequence and an MHC pseudo amino acid sequence, predict their binding affinity value. This is MHC class I binding data. From a dataset of Peptide-MHC class I binding affinity with 185,985 pairs from IEDB/IMGT. (1) The peptide sequence is VLLDSITRL. The MHC is HLA-A02:11 with pseudo-sequence HLA-A02:11. The binding affinity (normalized) is 1.00. (2) The MHC is HLA-B40:02 with pseudo-sequence HLA-B40:02. The peptide sequence is SSKMFNYFK. The binding affinity (normalized) is 0.0847. (3) The peptide sequence is YTFAISYCRA. The MHC is HLA-A02:01 with pseudo-sequence HLA-A02:01. The binding affinity (normalized) is 0.146. (4) The peptide sequence is KVCRTLLAK. The MHC is HLA-B44:02 with pseudo-sequence HLA-B44:02. The binding affinity (normalized) is 0.0847. (5) The peptide sequence is LTAGFLIFL. The MHC is HLA-A26:01 with pseudo-sequence HLA-A26:01. The binding affinity (normalized) is 0. (6) The binding affinity (normalized) is 0.213. The MHC is HLA-B53:01 with pseudo-sequence HLA-B53:01. The peptide sequence is LAYARGQAM.